This data is from Full USPTO retrosynthesis dataset with 1.9M reactions from patents (1976-2016). The task is: Predict the reactants needed to synthesize the given product. (1) Given the product [Br:1][C:2]1[C:3]([F:20])=[C:4]([F:19])[C:5]([NH:11][C:12]2[CH:17]=[CH:16][CH:15]=[CH:14][C:13]=2[Cl:18])=[C:6]([CH:10]=1)[C:7]([O:9][CH3:25])=[O:8], predict the reactants needed to synthesize it. The reactants are: [Br:1][C:2]1[C:3]([F:20])=[C:4]([F:19])[C:5]([NH:11][C:12]2[CH:17]=[CH:16][CH:15]=[CH:14][C:13]=2[Cl:18])=[C:6]([CH:10]=1)[C:7]([OH:9])=[O:8].S(Cl)(Cl)=O.[CH3:25]O. (2) Given the product [Cl:1][C:2]1[CH:19]=[CH:18][C:5]2[N:6]([CH:11]3[CH2:15][CH2:14][S:13](=[O:17])(=[O:16])[CH2:12]3)[C:7]([CH2:9][N:26]3[C:27]4[C:32](=[CH:31][CH:30]=[CH:29][CH:28]=4)[C:24]([S:21]([CH3:20])(=[O:22])=[O:23])=[N:25]3)=[N:8][C:4]=2[CH:3]=1, predict the reactants needed to synthesize it. The reactants are: [Cl:1][C:2]1[CH:19]=[CH:18][C:5]2[N:6]([CH:11]3[CH2:15][CH2:14][S:13](=[O:17])(=[O:16])[CH2:12]3)[C:7]([CH2:9]Cl)=[N:8][C:4]=2[CH:3]=1.[CH3:20][S:21]([C:24]1[C:32]2[C:27](=[CH:28][CH:29]=[CH:30][CH:31]=2)[NH:26][N:25]=1)(=[O:23])=[O:22].CS(C1C2C(=CN=CC=2)NN=1)(=O)=O. (3) The reactants are: [Mg].Br[C:3]1[CH:8]=[CH:7][CH:6]=[C:5]([F:9])[CH:4]=1.BrCCBr.[Si:14]([O:21][CH2:22][C:23](N(OC)C)=[O:24])([C:17]([CH3:20])([CH3:19])[CH3:18])([CH3:16])[CH3:15]. Given the product [Si:14]([O:21][CH2:22][C:23]([C:3]1[CH:8]=[CH:7][CH:6]=[C:5]([F:9])[CH:4]=1)=[O:24])([C:17]([CH3:20])([CH3:19])[CH3:18])([CH3:16])[CH3:15], predict the reactants needed to synthesize it. (4) Given the product [C:43]([O:42][C:41](=[O:47])[NH:40][CH2:39][C:38]([NH:36][NH:37][C:18]([CH:13]1[CH2:12][CH2:11][CH:10]2[CH2:17][N:14]1[C:15](=[O:16])[N:9]2[O:8][CH2:1][C:2]1[CH:3]=[CH:4][CH:5]=[CH:6][CH:7]=1)=[O:20])=[O:48])([CH3:46])([CH3:44])[CH3:45], predict the reactants needed to synthesize it. The reactants are: [CH2:1]([O:8][N:9]1[C:15](=[O:16])[N:14]2[CH2:17][CH:10]1[CH2:11][CH2:12][CH:13]2[C:18]([OH:20])=O)[C:2]1[CH:7]=[CH:6][CH:5]=[CH:4][CH:3]=1.C(N(CC)CC)C.ClC(OCC(C)C)=O.[NH:36]([C:38](=[O:48])[CH2:39][NH:40][C:41](=[O:47])[O:42][C:43]([CH3:46])([CH3:45])[CH3:44])[NH2:37]. (5) The reactants are: [O-:1][C:2]#N.[K+].[C:5]([C:7]1([NH:23][CH3:24])[CH2:12][CH2:11][N:10]([C:13]([O:15][CH2:16][C:17]2[CH:22]=[CH:21][CH:20]=[CH:19][CH:18]=2)=[O:14])[CH2:9][CH2:8]1)#[N:6].[OH2:25]. Given the product [CH3:24][N:23]1[C:7]2([CH2:8][CH2:9][N:10]([C:13]([O:15][CH2:16][C:17]3[CH:18]=[CH:19][CH:20]=[CH:21][CH:22]=3)=[O:14])[CH2:11][CH2:12]2)[C:5](=[O:25])[NH:6][C:2]1=[O:1], predict the reactants needed to synthesize it. (6) Given the product [Br:1][C:2]1[CH:8]=[C:7]([F:9])[C:5]([N+:6]([O-:14])=[O:11])=[C:4]([F:10])[CH:3]=1, predict the reactants needed to synthesize it. The reactants are: [Br:1][C:2]1[CH:8]=[C:7]([F:9])[C:5]([NH2:6])=[C:4]([F:10])[CH:3]=1.[OH2:11].CC(O)=[O:14].